From a dataset of CYP2C9 inhibition data for predicting drug metabolism from PubChem BioAssay. Regression/Classification. Given a drug SMILES string, predict its absorption, distribution, metabolism, or excretion properties. Task type varies by dataset: regression for continuous measurements (e.g., permeability, clearance, half-life) or binary classification for categorical outcomes (e.g., BBB penetration, CYP inhibition). Dataset: cyp2c9_veith. (1) The molecule is CC(=O)c1ccc(NC(=O)C(Cc2ccccc2)NC(=O)c2ccco2)cc1. The result is 1 (inhibitor). (2) The molecule is COc1cccc(C2=NOC(C(=O)NCc3ccccn3)C2)c1. The result is 0 (non-inhibitor). (3) The molecule is O=C(Nc1ccc(Cl)cc1)OCc1cn(-c2ccc(Cl)cc2)nn1. The result is 1 (inhibitor). (4) The compound is Cc1noc(C)c1C(=O)N1CCC2(CCN(C(=O)Nc3ccccc3)CC2)CC1. The result is 0 (non-inhibitor). (5) The molecule is CN(C)c1cc(=O)n2c(n1)SCCC2. The result is 0 (non-inhibitor). (6) The drug is COc1ccc(N2C(=O)NC3CC2(C)Oc2ccccc23)cc1OC. The result is 0 (non-inhibitor).